This data is from Reaction yield outcomes from USPTO patents with 853,638 reactions. The task is: Predict the reaction yield, written as a fraction of the theoretical maximum amount of product (1.0 means a 100% yield; for example, 0.34 means a 34% yield). (1) The reactants are [O:1]1[C:5]2[CH:6]=[CH:7][C:8]([C:10]3[CH:15]=[CH:14][C:13]([N:16]4[C:20]([CH2:21][C@@H:22]5[CH2:26][CH2:25][N:24]([C:27]([CH:29]6[CH2:31][CH2:30]6)=[O:28])[CH2:23]5)=[N:19][NH:18][C:17]4=[O:32])=[CH:12][CH:11]=3)=[CH:9][C:4]=2[CH:3]=[CH:2]1.C(=O)([O-])[O-].[K+].[K+].Cl[CH2:40][C:41]([NH2:43])=[O:42]. The catalyst is CN(C)C=O. The product is [O:1]1[C:5]2[CH:6]=[CH:7][C:8]([C:10]3[CH:11]=[CH:12][C:13]([N:16]4[C:17](=[O:32])[N:18]([CH2:40][C:41]([NH2:43])=[O:42])[N:19]=[C:20]4[CH2:21][C@@H:22]4[CH2:26][CH2:25][N:24]([C:27]([CH:29]5[CH2:30][CH2:31]5)=[O:28])[CH2:23]4)=[CH:14][CH:15]=3)=[CH:9][C:4]=2[CH:3]=[CH:2]1. The yield is 0.440. (2) The reactants are [OH:1][C:2]1[CH:10]=[CH:9][C:8]([C:11]2[N:12]([C:27]([O:29][C:30]([CH3:33])([CH3:32])[CH3:31])=[O:28])[C:13]3[C:18]([CH:19]=2)=[CH:17][C:16]([CH2:20][N:21]2[CH2:26][CH2:25][CH2:24][CH2:23][CH2:22]2)=[CH:15][CH:14]=3)=[C:7]2[C:3]=1[CH2:4][NH:5][C:6]2=[O:34].C(N(CC)CC)C.[CH3:42][O:43][C:44]1[CH:45]=[C:46]([S:50](Cl)(=[O:52])=[O:51])[CH:47]=[CH:48][CH:49]=1. The catalyst is C(#N)C. The product is [CH3:42][O:43][C:44]1[CH:45]=[C:46]([S:50]([O:1][C:2]2[CH:10]=[CH:9][C:8]([C:11]3[N:12]([C:27]([O:29][C:30]([CH3:31])([CH3:33])[CH3:32])=[O:28])[C:13]4[C:18]([CH:19]=3)=[CH:17][C:16]([CH2:20][N:21]3[CH2:26][CH2:25][CH2:24][CH2:23][CH2:22]3)=[CH:15][CH:14]=4)=[C:7]3[C:3]=2[CH2:4][NH:5][C:6]3=[O:34])(=[O:52])=[O:51])[CH:47]=[CH:48][CH:49]=1. The yield is 0.440. (3) The reactants are Cl[C:2]1[C:11]2[C:6](=[CH:7][C:8]([O:14][CH2:15][CH2:16][O:17][CH2:18][CH2:19][O:20][CH3:21])=[C:9]([O:12][CH3:13])[CH:10]=2)[N:5]=[N:4][CH:3]=1.[F:22][C:23]1[C:31]([OH:32])=[CH:30][CH:29]=[C:28]2[C:24]=1[CH:25]=[C:26]([CH3:33])[NH:27]2. No catalyst specified. The product is [F:22][C:23]1[C:31]([O:32][C:2]2[C:11]3[C:6](=[CH:7][C:8]([O:14][CH2:15][CH2:16][O:17][CH2:18][CH2:19][O:20][CH3:21])=[C:9]([O:12][CH3:13])[CH:10]=3)[N:5]=[N:4][CH:3]=2)=[CH:30][CH:29]=[C:28]2[C:24]=1[CH:25]=[C:26]([CH3:33])[NH:27]2. The yield is 0.190. (4) The reactants are [CH3:1][NH:2][CH2:3][CH2:4][OH:5].CCN(CC)CC.[CH2:13]([O:20][C:21](Cl)=[O:22])[C:14]1[CH:19]=[CH:18][CH:17]=[CH:16][CH:15]=1. The catalyst is C(Cl)Cl. The product is [CH2:13]([O:20][C:21](=[O:22])[N:2]([CH2:3][CH2:4][OH:5])[CH3:1])[C:14]1[CH:19]=[CH:18][CH:17]=[CH:16][CH:15]=1. The yield is 0.680. (5) The reactants are [F:1][C:2]1[CH:11]=[C:10]2[C:5]([CH:6]=[C:7]([C:13]3[CH:18]=[CH:17][C:16]([O:19][CH:20]([CH3:22])[CH3:21])=[CH:15][CH:14]=3)[N:8]=[C:9]2O)=[CH:4][C:3]=1[O:23][CH3:24].O=P(Cl)(Cl)[Cl:27]. No catalyst specified. The product is [Cl:27][C:9]1[C:10]2[C:5](=[CH:4][C:3]([O:23][CH3:24])=[C:2]([F:1])[CH:11]=2)[CH:6]=[C:7]([C:13]2[CH:18]=[CH:17][C:16]([O:19][CH:20]([CH3:22])[CH3:21])=[CH:15][CH:14]=2)[N:8]=1. The yield is 0.950. (6) The reactants are [C:1]([O:5][C:6]([N:8]1[CH2:13][CH2:12][C:11]([CH:17]([OH:28])[C:18]2[CH:27]=[CH:26][C:25]3[C:20](=[CH:21][CH:22]=[CH:23][CH:24]=3)[N:19]=2)([CH2:14][CH2:15][CH3:16])[CH2:10][CH2:9]1)=[O:7])([CH3:4])([CH3:3])[CH3:2]. The catalyst is C1(C)C=CC=CC=1.[O-2].[Mn+4].[O-2]. The product is [C:1]([O:5][C:6]([N:8]1[CH2:9][CH2:10][C:11]([CH2:14][CH2:15][CH3:16])([C:17]([C:18]2[CH:27]=[CH:26][C:25]3[C:20](=[CH:21][CH:22]=[CH:23][CH:24]=3)[N:19]=2)=[O:28])[CH2:12][CH2:13]1)=[O:7])([CH3:4])([CH3:3])[CH3:2]. The yield is 0.670. (7) The reactants are [CH2:1]([S:3]([N:6]1[CH2:11][CH2:10][CH:9]([C:12]2[C:20]3[C:15](=[C:16]([C:28]([NH2:30])=[O:29])[CH:17]=[C:18]([C:21]4[CH:25]=[C:24]([CH:26]=O)[S:23][CH:22]=4)[CH:19]=3)[NH:14][CH:13]=2)[CH2:8][CH2:7]1)(=[O:5])=[O:4])[CH3:2].[CH3:31][CH:32]([NH2:35])[CH2:33][CH3:34].[C:36](O[BH-](OC(=O)C)OC(=O)C)(=O)C.[Na+].C([BH3-])#N.[Na+].C=O. The catalyst is CS(C)=O.C(O)(=O)C.CO.O. The product is [CH2:1]([S:3]([N:6]1[CH2:7][CH2:8][CH:9]([C:12]2[C:20]3[C:15](=[C:16]([C:28]([NH2:30])=[O:29])[CH:17]=[C:18]([C:21]4[CH:25]=[C:24]([CH2:26][N:35]([CH3:36])[CH:32]([CH3:31])[CH2:33][CH3:34])[S:23][CH:22]=4)[CH:19]=3)[NH:14][CH:13]=2)[CH2:10][CH2:11]1)(=[O:4])=[O:5])[CH3:2]. The yield is 0.279. (8) The reactants are [CH2:1]([O:5][C:6]1[CH:11]=[CH:10][C:9]([F:12])=[CH:8][C:7]=1[CH2:13][CH2:14][C:15]([OH:17])=O)[CH2:2][CH2:3][CH3:4].[CH:18]([NH:21][NH:22][C:23](=[O:30])[C:24]1[CH:29]=[CH:28][CH:27]=[CH:26][CH:25]=1)([CH3:20])[CH3:19].C(N(C(C)C)CC)(C)C.C1CN([P+](Br)(N2CCCC2)N2CCCC2)CC1.F[P-](F)(F)(F)(F)F. The catalyst is CN(C=O)C. The product is [CH2:1]([O:5][C:6]1[CH:11]=[CH:10][C:9]([F:12])=[CH:8][C:7]=1[CH2:13][CH2:14][C:15]([N:21]([CH:18]([CH3:20])[CH3:19])[NH:22][C:23](=[O:30])[C:24]1[CH:29]=[CH:28][CH:27]=[CH:26][CH:25]=1)=[O:17])[CH2:2][CH2:3][CH3:4]. The yield is 0.0500.